This data is from Full USPTO retrosynthesis dataset with 1.9M reactions from patents (1976-2016). The task is: Predict the reactants needed to synthesize the given product. (1) Given the product [O:7]=[C:8]1[C:17]2[C:12](=[CH:13][C:14]([O:19][CH3:20])=[C:15]([O:18][C@H:26]3[CH2:27][CH2:28][C@H:29]([N:32]4[CH2:37][CH2:36][N:35]([CH3:38])[C:34](=[O:39])[CH2:33]4)[CH2:30][CH2:31]3)[CH:16]=2)[N:11]=[CH:10][NH:9]1, predict the reactants needed to synthesize it. The reactants are: C(=O)([O-])[O-].[Na+].[Na+].[O:7]=[C:8]1[C:17]2[C:12](=[CH:13][C:14]([O:19][CH3:20])=[C:15]([OH:18])[CH:16]=2)[N:11]=[CH:10][NH:9]1.CS(O[C@H:26]1[CH2:31][CH2:30][C@H:29]([N:32]2[CH2:37][CH2:36][N:35]([CH3:38])[C:34](=[O:39])[CH2:33]2)[CH2:28][CH2:27]1)(=O)=O.O. (2) Given the product [F:1][C:2]1[CH:7]=[C:6]([N+:8]([O-:10])=[O:9])[CH:5]=[CH:4][C:3]=1[C:11]([CH3:20])([C:16]([O:18][CH3:19])=[O:17])[C:12]([O:14][CH3:15])=[O:13], predict the reactants needed to synthesize it. The reactants are: [F:1][C:2]1[CH:7]=[C:6]([N+:8]([O-:10])=[O:9])[CH:5]=[CH:4][C:3]=1[CH:11]([C:16]([O:18][CH3:19])=[O:17])[C:12]([O:14][CH3:15])=[O:13].[C:20]([O-])([O-])=O.[K+].[K+].CI. (3) Given the product [F:14][C:2]([F:1])([F:13])[C:3]1[C:4]2[O:11][CH2:10][CH:9]3[CH2:12][CH:8]3[C:5]=2[N:6]([CH2:16][C:15]([O:18][CH2:19][CH3:20])=[O:17])[N:7]=1, predict the reactants needed to synthesize it. The reactants are: [F:1][C:2]([F:14])([F:13])[C:3]1[C:4]2[O:11][CH2:10][CH:9]3[CH2:12][CH:8]3[C:5]=2[NH:6][N:7]=1.[C:15]([O:18][CH2:19][CH2:20]Br)(=[O:17])[CH3:16].C(=O)([O-])[O-].[Cs+].[Cs+]. (4) Given the product [C:1]([NH:4][C:5]1[CH:14]=[C:13]([C:15]2[CH:16]=[CH:17][C:18]([N+:22]([O-:24])=[O:23])=[CH:19][CH:20]=2)[C:12]2[C:7](=[CH:8][CH:9]=[C:10]([Cl:21])[CH:11]=2)[N:6]=1)(=[O:3])[CH3:2], predict the reactants needed to synthesize it. The reactants are: [C:1]([NH:4][C:5]1[CH:14]=[C:13]([C:15]2[CH:20]=[CH:19][CH:18]=[CH:17][CH:16]=2)[C:12]2[C:7](=[CH:8][CH:9]=[C:10]([Cl:21])[CH:11]=2)[N:6]=1)(=[O:3])[CH3:2].[N+:22]([O-])([OH:24])=[O:23]. (5) Given the product [CH3:1][O:2][C:3]([C:5]1[N:6]=[CH:7][N:8]([CH3:13])[C:9]=1[C:10](=[O:12])[NH:28][CH2:27][CH2:26][C:18]1[N:17]([CH3:16])[C:21]2[CH:22]=[CH:23][CH:24]=[CH:25][C:20]=2[N:19]=1)=[O:4], predict the reactants needed to synthesize it. The reactants are: [CH3:1][O:2][C:3]([C:5]1[N:6]=[CH:7][N:8]([CH3:13])[C:9]=1[C:10]([OH:12])=O)=[O:4].Cl.Cl.[CH3:16][N:17]1[C:21]2[CH:22]=[CH:23][CH:24]=[CH:25][C:20]=2[N:19]=[C:18]1[CH2:26][CH2:27][NH2:28]. (6) The reactants are: [Li].[C:2]([C:6]1[CH:11]=CC(C2C=[CH:11][C:6]([C:2](C)([CH3:4])[CH3:3])=[CH:7]C=2)=C[CH:7]=1)(C)([CH3:4])[CH3:3].[OH2:22].[O:23]1[CH2:27][CH2:26][CH2:25][CH2:24]1. Given the product [CH3:3][C:2]1[C:6]([CH2:11][OH:22])=[CH:7][C:26]2[CH2:27][O:23][CH2:24][C:25]=2[CH:4]=1, predict the reactants needed to synthesize it. (7) Given the product [CH3:1][N:2]1[C:6]2[CH:7]=[CH:8][CH:9]=[CH:10][C:5]=2[N:4]=[C:3]1[NH:11][C:12]1[CH:13]=[CH:14][C:15]([O:16][C:17]2[C:18]([CH2:19][N:27]3[CH2:32][CH2:31][O:30][CH2:29][CH2:28]3)=[CH:21][CH:22]=[CH:23][N:24]=2)=[CH:25][CH:26]=1, predict the reactants needed to synthesize it. The reactants are: [CH3:1][N:2]1[C:6]2[CH:7]=[CH:8][CH:9]=[CH:10][C:5]=2[N:4]=[C:3]1[NH:11][C:12]1[CH:26]=[CH:25][C:15]([O:16][C:17]2[N:24]=[CH:23][CH:22]=[CH:21][C:18]=2[CH:19]=O)=[CH:14][CH:13]=1.[NH:27]1[CH2:32][CH2:31][O:30][CH2:29][CH2:28]1.C(O[BH-](OC(=O)C)OC(=O)C)(=O)C.[Na+]. (8) Given the product [F:35][CH:2]([F:1])[C:3]1[N:7]([C:8]2[N:13]=[C:12]3[N:14]([CH:17]4[CH2:22][CH2:21][N:20]([S:48]([CH:47]=[CH2:46])(=[O:50])=[O:49])[CH2:19][CH2:18]4)[N:15]=[CH:16][C:11]3=[C:10]([N:23]3[CH2:24][CH2:25][O:26][CH2:27][CH2:28]3)[N:9]=2)[C:6]2[CH:29]=[CH:30][CH:31]=[C:32]([O:33][CH3:34])[C:5]=2[N:4]=1, predict the reactants needed to synthesize it. The reactants are: [F:1][CH:2]([F:35])[C:3]1[N:7]([C:8]2[N:13]=[C:12]3[N:14]([CH:17]4[CH2:22][CH2:21][NH:20][CH2:19][CH2:18]4)[N:15]=[CH:16][C:11]3=[C:10]([N:23]3[CH2:28][CH2:27][O:26][CH2:25][CH2:24]3)[N:9]=2)[C:6]2[CH:29]=[CH:30][CH:31]=[C:32]([O:33][CH3:34])[C:5]=2[N:4]=1.CCN(C(C)C)C(C)C.Cl[CH2:46][CH2:47][S:48](Cl)(=[O:50])=[O:49].O. (9) Given the product [Cl:4][C:5]1[C:10]([N+:11]([O-:13])=[O:12])=[C:9]([C:15]2[CH:25]=[CH:24][C:18]([C:19]([O:21][CH2:22][CH3:23])=[O:20])=[CH:17][CH:16]=2)[CH:8]=[CH:7][N:6]=1, predict the reactants needed to synthesize it. The reactants are: [Mg+2].[Cl-].[Cl-].[Cl:4][C:5]1[C:10]([N+:11]([O-:13])=[O:12])=[CH:9][CH:8]=[CH:7][N:6]=1.I[C:15]1[CH:25]=[CH:24][C:18]([C:19]([O:21][CH2:22][CH3:23])=[O:20])=[CH:17][CH:16]=1.O1C=CC=C1P(C1OC=CC=1)C1OC=CC=1.